This data is from NCI-60 drug combinations with 297,098 pairs across 59 cell lines. The task is: Regression. Given two drug SMILES strings and cell line genomic features, predict the synergy score measuring deviation from expected non-interaction effect. (1) Drug 1: CN(CC1=CN=C2C(=N1)C(=NC(=N2)N)N)C3=CC=C(C=C3)C(=O)NC(CCC(=O)O)C(=O)O. Drug 2: C1CNP(=O)(OC1)N(CCCl)CCCl. Cell line: NCI-H522. Synergy scores: CSS=19.9, Synergy_ZIP=0.0338, Synergy_Bliss=-0.808, Synergy_Loewe=-2.62, Synergy_HSA=-2.61. (2) Drug 1: C1=NC2=C(N1)C(=S)N=C(N2)N. Drug 2: B(C(CC(C)C)NC(=O)C(CC1=CC=CC=C1)NC(=O)C2=NC=CN=C2)(O)O. Cell line: SF-539. Synergy scores: CSS=25.9, Synergy_ZIP=0.429, Synergy_Bliss=-0.496, Synergy_Loewe=0.0569, Synergy_HSA=-0.000734. (3) Drug 1: C1CCC(CC1)NC(=O)N(CCCl)N=O. Drug 2: COC1=NC(=NC2=C1N=CN2C3C(C(C(O3)CO)O)O)N. Cell line: 786-0. Synergy scores: CSS=35.6, Synergy_ZIP=4.45, Synergy_Bliss=7.05, Synergy_Loewe=5.01, Synergy_HSA=8.21. (4) Drug 2: CCC1(C2=C(COC1=O)C(=O)N3CC4=CC5=C(C=CC(=C5CN(C)C)O)N=C4C3=C2)O.Cl. Drug 1: C1CCC(C1)C(CC#N)N2C=C(C=N2)C3=C4C=CNC4=NC=N3. Synergy scores: CSS=64.5, Synergy_ZIP=6.30, Synergy_Bliss=9.55, Synergy_Loewe=-63.3, Synergy_HSA=1.99. Cell line: HL-60(TB). (5) Drug 1: CC1=C2C(C(=O)C3(C(CC4C(C3C(C(C2(C)C)(CC1OC(=O)C(C(C5=CC=CC=C5)NC(=O)C6=CC=CC=C6)O)O)OC(=O)C7=CC=CC=C7)(CO4)OC(=O)C)O)C)OC(=O)C. Drug 2: CNC(=O)C1=NC=CC(=C1)OC2=CC=C(C=C2)NC(=O)NC3=CC(=C(C=C3)Cl)C(F)(F)F. Cell line: NCI-H522. Synergy scores: CSS=39.6, Synergy_ZIP=0.151, Synergy_Bliss=-0.292, Synergy_Loewe=-22.4, Synergy_HSA=1.16. (6) Drug 1: CCN(CC)CCNC(=O)C1=C(NC(=C1C)C=C2C3=C(C=CC(=C3)F)NC2=O)C. Drug 2: C#CCC(CC1=CN=C2C(=N1)C(=NC(=N2)N)N)C3=CC=C(C=C3)C(=O)NC(CCC(=O)O)C(=O)O. Cell line: IGROV1. Synergy scores: CSS=56.8, Synergy_ZIP=0.969, Synergy_Bliss=-1.42, Synergy_Loewe=-1.33, Synergy_HSA=-1.04. (7) Drug 1: C1=CN(C=N1)CC(O)(P(=O)(O)O)P(=O)(O)O. Drug 2: C(CCl)NC(=O)N(CCCl)N=O. Cell line: U251. Synergy scores: CSS=16.3, Synergy_ZIP=-0.748, Synergy_Bliss=10.1, Synergy_Loewe=0.777, Synergy_HSA=2.60. (8) Drug 1: COC1=C2C(=CC3=C1OC=C3)C=CC(=O)O2. Drug 2: C1C(C(OC1N2C=NC(=NC2=O)N)CO)O. Cell line: U251. Synergy scores: CSS=-12.0, Synergy_ZIP=8.76, Synergy_Bliss=2.09, Synergy_Loewe=-28.1, Synergy_HSA=-20.2. (9) Drug 1: CN1C(=O)N2C=NC(=C2N=N1)C(=O)N. Drug 2: CC(C)NC(=O)C1=CC=C(C=C1)CNNC.Cl. Cell line: NCIH23. Synergy scores: CSS=4.03, Synergy_ZIP=1.14, Synergy_Bliss=5.21, Synergy_Loewe=2.04, Synergy_HSA=2.22.